From a dataset of Peptide-MHC class II binding affinity with 134,281 pairs from IEDB. Regression. Given a peptide amino acid sequence and an MHC pseudo amino acid sequence, predict their binding affinity value. This is MHC class II binding data. (1) The peptide sequence is DVKFPGGCQIVGGVY. The MHC is HLA-DQA10501-DQB10301 with pseudo-sequence HLA-DQA10501-DQB10301. The binding affinity (normalized) is 0.662. (2) The MHC is HLA-DQA10301-DQB10302 with pseudo-sequence HLA-DQA10301-DQB10302. The peptide sequence is LDHILEPSIPYKSK. The binding affinity (normalized) is 0.0491. (3) The peptide sequence is KGSNPNYLALLVKYV. The MHC is DRB4_0101 with pseudo-sequence DRB4_0103. The binding affinity (normalized) is 0.156. (4) The peptide sequence is GELQWVDKIDAAFKI. The MHC is DRB5_0101 with pseudo-sequence DRB5_0101. The binding affinity (normalized) is 0.706. (5) The peptide sequence is GLEWNDNTVRVSETL. The MHC is DRB5_0101 with pseudo-sequence DRB5_0101. The binding affinity (normalized) is 0.283. (6) The peptide sequence is IAATAANAAPTNDKF. The MHC is DRB3_0101 with pseudo-sequence DRB3_0101. The binding affinity (normalized) is 0.124. (7) The peptide sequence is KHPDMDSLMILAQAL. The MHC is DRB1_0101 with pseudo-sequence DRB1_0101. The binding affinity (normalized) is 0.664. (8) The peptide sequence is AFKVAATAANAASAN. The MHC is DRB1_1001 with pseudo-sequence DRB1_1001. The binding affinity (normalized) is 0.878. (9) The peptide sequence is AAATAGTTVYQAFAA. The MHC is HLA-DQA10401-DQB10402 with pseudo-sequence HLA-DQA10401-DQB10402. The binding affinity (normalized) is 0.284.